The task is: Regression. Given two drug SMILES strings and cell line genomic features, predict the synergy score measuring deviation from expected non-interaction effect.. This data is from NCI-60 drug combinations with 297,098 pairs across 59 cell lines. (1) Drug 1: C(CC(=O)O)C(=O)CN.Cl. Drug 2: B(C(CC(C)C)NC(=O)C(CC1=CC=CC=C1)NC(=O)C2=NC=CN=C2)(O)O. Cell line: M14. Synergy scores: CSS=37.7, Synergy_ZIP=-1.86, Synergy_Bliss=3.40, Synergy_Loewe=-27.0, Synergy_HSA=3.16. (2) Drug 1: CC=C1C(=O)NC(C(=O)OC2CC(=O)NC(C(=O)NC(CSSCCC=C2)C(=O)N1)C(C)C)C(C)C. Drug 2: C1CNP(=O)(OC1)N(CCCl)CCCl. Cell line: HOP-92. Synergy scores: CSS=64.4, Synergy_ZIP=-1.61, Synergy_Bliss=-2.82, Synergy_Loewe=-66.7, Synergy_HSA=-2.48. (3) Drug 1: CS(=O)(=O)CCNCC1=CC=C(O1)C2=CC3=C(C=C2)N=CN=C3NC4=CC(=C(C=C4)OCC5=CC(=CC=C5)F)Cl. Drug 2: CC12CCC3C(C1CCC2O)C(CC4=C3C=CC(=C4)O)CCCCCCCCCS(=O)CCCC(C(F)(F)F)(F)F. Cell line: SNB-75. Synergy scores: CSS=3.34, Synergy_ZIP=-0.914, Synergy_Bliss=-0.633, Synergy_Loewe=-1.25, Synergy_HSA=-1.16. (4) Drug 1: C1=CC(=CC=C1CC(C(=O)O)N)N(CCCl)CCCl.Cl. Drug 2: C1=CC(=CC=C1C#N)C(C2=CC=C(C=C2)C#N)N3C=NC=N3. Cell line: RXF 393. Synergy scores: CSS=13.4, Synergy_ZIP=-3.39, Synergy_Bliss=0.681, Synergy_Loewe=0.340, Synergy_HSA=0.415. (5) Drug 1: C1C(C(OC1N2C=NC3=C(N=C(N=C32)Cl)N)CO)O. Drug 2: C1=NNC2=C1C(=O)NC=N2. Cell line: NCI-H226. Synergy scores: CSS=-4.12, Synergy_ZIP=5.96, Synergy_Bliss=0.147, Synergy_Loewe=-7.99, Synergy_HSA=-4.90. (6) Drug 1: CCC1=CC2CC(C3=C(CN(C2)C1)C4=CC=CC=C4N3)(C5=C(C=C6C(=C5)C78CCN9C7C(C=CC9)(C(C(C8N6C)(C(=O)OC)O)OC(=O)C)CC)OC)C(=O)OC.C(C(C(=O)O)O)(C(=O)O)O. Drug 2: COCCOC1=C(C=C2C(=C1)C(=NC=N2)NC3=CC=CC(=C3)C#C)OCCOC.Cl. Cell line: IGROV1. Synergy scores: CSS=51.6, Synergy_ZIP=8.64, Synergy_Bliss=8.28, Synergy_Loewe=6.31, Synergy_HSA=13.5. (7) Drug 1: COC1=NC(=NC2=C1N=CN2C3C(C(C(O3)CO)O)O)N. Drug 2: CC1=C(N=C(N=C1N)C(CC(=O)N)NCC(C(=O)N)N)C(=O)NC(C(C2=CN=CN2)OC3C(C(C(C(O3)CO)O)O)OC4C(C(C(C(O4)CO)O)OC(=O)N)O)C(=O)NC(C)C(C(C)C(=O)NC(C(C)O)C(=O)NCCC5=NC(=CS5)C6=NC(=CS6)C(=O)NCCC[S+](C)C)O. Cell line: MDA-MB-435. Synergy scores: CSS=7.61, Synergy_ZIP=-2.89, Synergy_Bliss=0.562, Synergy_Loewe=3.54, Synergy_HSA=2.81.